Dataset: Full USPTO retrosynthesis dataset with 1.9M reactions from patents (1976-2016). Task: Predict the reactants needed to synthesize the given product. (1) Given the product [CH2:1]([C@@H:8]1[CH2:13][N:12]([CH2:14][C:15]2[CH:20]=[CH:19][CH:18]=[CH:17][CH:16]=2)[CH2:11][CH2:10][N:9]1[C:21]([C:23]1[CH:27]=[C:26]([CH3:28])[N:25]([C:29]2[CH:30]=[C:31]([N:35]3[CH2:40][CH2:39][CH:38]([C:41]([NH:72][CH2:73][CH2:74][CH2:75][CH2:76][OH:77])=[O:43])[CH2:37][CH2:36]3)[CH:32]=[CH:33][CH:34]=2)[C:24]=1[C:44]1[CH:49]=[CH:48][CH:47]=[CH:46][CH:45]=1)=[O:22])[C:2]1[CH:3]=[CH:4][CH:5]=[CH:6][CH:7]=1, predict the reactants needed to synthesize it. The reactants are: [CH2:1]([C@@H:8]1[CH2:13][N:12]([CH2:14][C:15]2[CH:20]=[CH:19][CH:18]=[CH:17][CH:16]=2)[CH2:11][CH2:10][N:9]1[C:21]([C:23]1[CH:27]=[C:26]([CH3:28])[N:25]([C:29]2[CH:30]=[C:31]([N:35]3[CH2:40][CH2:39][CH:38]([C:41]([OH:43])=O)[CH2:37][CH2:36]3)[CH:32]=[CH:33][CH:34]=2)[C:24]=1[C:44]1[CH:49]=[CH:48][CH:47]=[CH:46][CH:45]=1)=[O:22])[C:2]1[CH:7]=[CH:6][CH:5]=[CH:4][CH:3]=1.CCN=C=NCCCN(C)C.Cl.C1C=CC2N(O)N=NC=2C=1.[NH2:72][CH2:73][CH2:74][CH2:75][CH2:76][OH:77].C(=O)(O)[O-].[Na+]. (2) Given the product [CH3:17]/[C:16](/[OH:18])=[C:2](/[C:3]([NH:5][C:6]1[CH:11]=[CH:10][C:9]([C:12]([F:15])([F:14])[F:13])=[CH:8][CH:7]=1)=[O:4])\[C:19]#[N:20], predict the reactants needed to synthesize it. The reactants are: Br[CH:2]([C:16](=[O:18])[CH3:17])[C:3]([NH:5][C:6]1[CH:11]=[CH:10][C:9]([C:12]([F:15])([F:14])[F:13])=[CH:8][CH:7]=1)=[O:4].[C-:19]#[N:20].[Na+].Cl. (3) Given the product [Cl:11][C:6]1[CH:7]=[CH:8][CH:9]=[CH:10][C:5]=1[CH:2]([NH:1][C:12](=[O:13])[O:14][C:15]([CH3:18])([CH3:17])[CH3:16])[CH2:3][OH:4], predict the reactants needed to synthesize it. The reactants are: [NH2:1][CH:2]([C:5]1[CH:10]=[CH:9][CH:8]=[CH:7][C:6]=1[Cl:11])[CH2:3][OH:4].[C:12](O[C:12]([O:14][C:15]([CH3:18])([CH3:17])[CH3:16])=[O:13])([O:14][C:15]([CH3:18])([CH3:17])[CH3:16])=[O:13].C(OCC)(=O)C.C(=O)([O-])O.[Na+]. (4) Given the product [F:1][C:2]1[CH:10]=[C:9]([C:11]2[CH:16]=[CH:15][C:14]([O:17][CH2:18][CH:19]3[CH2:20][CH2:21][N:22]([CH2:25][C:26]([F:29])([CH3:28])[CH3:27])[CH2:23][CH2:24]3)=[CH:13][N:12]=2)[CH:8]=[CH:7][C:3]=1[C:4]([N:30]1[CH2:37][CH2:36][CH2:35][C@H:31]1[C:32]([NH2:34])=[O:33])=[O:5], predict the reactants needed to synthesize it. The reactants are: [F:1][C:2]1[CH:10]=[C:9]([C:11]2[CH:16]=[CH:15][C:14]([O:17][CH2:18][CH:19]3[CH2:24][CH2:23][N:22]([CH2:25][C:26]([F:29])([CH3:28])[CH3:27])[CH2:21][CH2:20]3)=[CH:13][N:12]=2)[CH:8]=[CH:7][C:3]=1[C:4](O)=[O:5].[NH:30]1[CH2:37][CH2:36][CH2:35][C@H:31]1[C:32]([NH2:34])=[O:33].F[P-](F)(F)(F)(F)F.N1(O[P+](N(C)C)(N(C)C)N(C)C)C2C=CC=CC=2N=N1.[NH4+].[Cl-]. (5) Given the product [CH2:1]([N:3]([CH2:6][C:7]1[S:11][C:10]([C:12]2[O:16][N:15]=[C:14]([C:17]3[CH:22]=[C:21]([CH3:23])[C:20]([O:24][CH2:38][CH2:37][CH2:36][NH2:35])=[C:19]([CH2:25][CH3:26])[CH:18]=3)[N:13]=2)=[CH:9][C:8]=1[CH3:27])[CH2:4][CH3:5])[CH3:2], predict the reactants needed to synthesize it. The reactants are: [CH2:1]([N:3]([CH2:6][C:7]1[S:11][C:10]([C:12]2[O:16][N:15]=[C:14]([C:17]3[CH:22]=[C:21]([CH3:23])[C:20]([OH:24])=[C:19]([CH2:25][CH3:26])[CH:18]=3)[N:13]=2)=[CH:9][C:8]=1[CH3:27])[CH2:4][CH3:5])[CH3:2].C([NH:35][CH2:36][CH2:37][CH2:38]Br)(OC(C)(C)C)=O. (6) Given the product [C:49]([CH2:48][N:47]([CH2:2][C:3]1[CH:4]=[C:5]([CH:39]=[CH:40][CH:41]=1)[C:6]([NH:8][C:9]1[S:10][C:11]2[CH2:38][CH2:37][CH2:36][CH2:35][C:12]=2[C:13]=1[C:14]([NH:16][C:17]1[CH:18]=[CH:19][C:20]([CH2:23][CH2:24][C:25]2[CH:34]=[CH:33][C:28]([C:29]([OH:31])=[O:30])=[CH:27][CH:26]=2)=[CH:21][CH:22]=1)=[O:15])=[O:7])[CH:44]([CH2:45][CH3:46])[CH2:42][CH3:43])([OH:51])=[O:50], predict the reactants needed to synthesize it. The reactants are: Cl[CH2:2][C:3]1[CH:4]=[C:5]([CH:39]=[CH:40][CH:41]=1)[C:6]([NH:8][C:9]1[S:10][C:11]2[CH2:38][CH2:37][CH2:36][CH2:35][C:12]=2[C:13]=1[C:14]([NH:16][C:17]1[CH:22]=[CH:21][C:20]([CH2:23][CH2:24][C:25]2[CH:34]=[CH:33][C:28]([C:29]([O:31]C)=[O:30])=[CH:27][CH:26]=2)=[CH:19][CH:18]=1)=[O:15])=[O:7].[CH2:42]([CH:44]([NH:47][CH2:48][C:49]([O:51]C)=[O:50])[CH2:45][CH3:46])[CH3:43]. (7) Given the product [C:1]([O:5][C:6]([N:8]1[CH2:13][CH2:12][CH2:11][CH:10]([CH2:14][NH2:15])[CH2:9]1)=[O:7])([CH3:4])([CH3:3])[CH3:2], predict the reactants needed to synthesize it. The reactants are: [C:1]([O:5][C:6]([N:8]1[CH2:13][CH2:12][CH2:11][CH:10]([CH2:14][N:15]=[N+]=[N-])[CH2:9]1)=[O:7])([CH3:4])([CH3:3])[CH3:2]. (8) Given the product [Br:7][C:5]1[CH:6]=[C:2]([C:17]2[CH:18]=[C:13]([CH:14]=[CH:15][CH:16]=2)[C:11]([O:10][CH2:8][CH3:9])=[O:12])[S:3][CH:4]=1, predict the reactants needed to synthesize it. The reactants are: Br[C:2]1[S:3][CH:4]=[C:5]([Br:7])[CH:6]=1.[CH2:8]([O:10][C:11]([C:13]1[CH:14]=[C:15](B(O)O)[CH:16]=[CH:17][CH:18]=1)=[O:12])[CH3:9].C([O-])([O-])=O.[Na+].[Na+]. (9) Given the product [N:33]1([CH2:32][CH2:31][CH2:30][O:14][N:13]=[C:8]2[CH2:7][CH:6]([C:15]3[CH:20]=[CH:19][CH:18]=[CH:17][C:16]=3[C:21]3[CH:26]=[CH:25][CH:24]=[CH:23][CH:22]=3)[CH2:5][C:4]3[N:3]=[C:2]([NH2:1])[N:11]=[C:10]([CH3:12])[C:9]2=3)[CH2:38][CH2:37][NH:36][CH2:35][CH2:34]1, predict the reactants needed to synthesize it. The reactants are: [NH2:1][C:2]1[N:11]=[C:10]([CH3:12])[C:9]2[C:8](=[N:13][OH:14])[CH2:7][CH:6]([C:15]3[CH:20]=[CH:19][CH:18]=[CH:17][C:16]=3[C:21]3[CH:26]=[CH:25][CH:24]=[CH:23][CH:22]=3)[CH2:5][C:4]=2[N:3]=1.Cl.Cl.Cl[CH2:30][CH2:31][CH2:32][N:33]1[CH2:38][CH2:37][NH:36][CH2:35][CH2:34]1.[H-].[Na+].CN(C)CCCON=C1CC(C2C=C(F)C=CC=2C2C=CC=CC=2)CC2N=C(N)N=C(C)C1=2.